This data is from Full USPTO retrosynthesis dataset with 1.9M reactions from patents (1976-2016). The task is: Predict the reactants needed to synthesize the given product. (1) Given the product [OH:2][C:3]1[C:12]([C:13]2[S:14][CH:15]=[CH:16][CH:17]=2)=[CH:11][C:10]2[N:9]=[C:8]([C:18]3[S:19][CH:20]=[CH:21][CH:22]=3)[CH:7]=[N:6][C:5]=2[C:4]=1[C:23]([OH:25])=[O:24], predict the reactants needed to synthesize it. The reactants are: C[O:2][C:3]1[C:12]([C:13]2[S:14][CH:15]=[CH:16][CH:17]=2)=[CH:11][C:10]2[N:9]=[C:8]([C:18]3[S:19][CH:20]=[CH:21][CH:22]=3)[CH:7]=[N:6][C:5]=2[C:4]=1[C:23]([O:25]C)=[O:24].B(Br)(Br)Br. (2) Given the product [C:1]([N:9]1[CH2:14][CH2:13][N:12]([C:15](=[O:28])[C:16]([C:18]2[C:22]3=[N:23][CH:24]=[CH:25][C:26]([N:30]4[N:31]=[CH:32][CH:33]=[N:29]4)=[C:21]3[NH:20][CH:19]=2)=[O:17])[CH2:11][CH2:10]1)(=[O:8])[C:2]1[CH:7]=[CH:6][CH:5]=[CH:4][CH:3]=1, predict the reactants needed to synthesize it. The reactants are: [C:1]([N:9]1[CH2:14][CH2:13][N:12]([C:15](=[O:28])[C:16]([C:18]2[C:22]3=[N:23][CH:24]=[CH:25][C:26](Cl)=[C:21]3[NH:20][CH:19]=2)=[O:17])[CH2:11][CH2:10]1)(=[O:8])[C:2]1[CH:7]=[CH:6][CH:5]=[CH:4][CH:3]=1.[NH:29]1[CH:33]=[CH:32][N:31]=[N:30]1.C([O-])([O-])=O.[K+].[K+]. (3) Given the product [CH2:26]([O:25][C:23]([C:4]1[CH:5]([C:14]2[CH:19]=[CH:18][CH:17]=[CH:16][C:15]=2[N+:20]([O-:22])=[O:21])[N:6]=[C:7]([C:9]2[S:10][CH:11]=[CH:12][N:13]=2)[NH:8][C:3]=1[CH2:2][N:29]1[CH2:34][CH2:33][O:32][CH2:31][CH:30]1[C:35]([OH:37])=[O:36])=[O:24])[CH3:27], predict the reactants needed to synthesize it. The reactants are: Br[CH2:2][C:3]1[NH:8][C:7]([C:9]2[S:10][CH:11]=[CH:12][N:13]=2)=[N:6][CH:5]([C:14]2[CH:19]=[CH:18][CH:17]=[CH:16][C:15]=2[N+:20]([O-:22])=[O:21])[C:4]=1[C:23]([O:25][CH2:26][CH3:27])=[O:24].Cl.[NH:29]1[CH2:34][CH2:33][O:32][CH2:31][CH:30]1[C:35]([OH:37])=[O:36].C(=O)([O-])[O-].[K+].[K+].